Dataset: Reaction yield outcomes from USPTO patents with 853,638 reactions. Task: Predict the reaction yield, written as a fraction of the theoretical maximum amount of product (1.0 means a 100% yield; for example, 0.34 means a 34% yield). (1) The catalyst is CC(O)=O.O.CCOC(C)=O. The reactants are [NH2:1][C:2]1[CH:17]=[CH:16][C:5]([O:6][C:7]2[CH:14]=[CH:13][C:12]([F:15])=[CH:11][C:8]=2[C:9]#[N:10])=[CH:4][C:3]=1[CH3:18].Cl.[N:20]([O-])=O.[Na+].CC([O-])=O.[K+]. The yield is 0.840. The product is [F:15][C:12]1[CH:13]=[CH:14][C:7]([O:6][C:5]2[CH:4]=[C:3]3[C:2](=[CH:17][CH:16]=2)[NH:1][N:20]=[CH:18]3)=[C:8]([CH:11]=1)[C:9]#[N:10]. (2) The reactants are [CH2:1]([C:8]1[CH:13]=[C:12](Br)[CH:11]=[CH:10][C:9]=1[OH:15])[C:2]1[CH:7]=[CH:6][CH:5]=[CH:4][CH:3]=1.C([O-])(=O)C.[K+].[B:21]1([B:21]2[O:25][C:24]([CH3:27])([CH3:26])[C:23]([CH3:29])([CH3:28])[O:22]2)[O:25][C:24]([CH3:27])([CH3:26])[C:23]([CH3:29])([CH3:28])[O:22]1. The catalyst is O1CCOCC1.C1C=CC(P(C2C=CC=CC=2)[C-]2C=CC=C2)=CC=1.C1C=CC(P(C2C=CC=CC=2)[C-]2C=CC=C2)=CC=1.Cl[Pd]Cl.[Fe+2]. The product is [CH2:1]([C:8]1[CH:13]=[C:12]([B:21]2[O:25][C:24]([CH3:27])([CH3:26])[C:23]([CH3:29])([CH3:28])[O:22]2)[CH:11]=[CH:10][C:9]=1[OH:15])[C:2]1[CH:7]=[CH:6][CH:5]=[CH:4][CH:3]=1. The yield is 0.645. (3) The reactants are [F:1][C:2]1[CH:7]=[C:6]([C:8]([F:11])([F:10])[F:9])[CH:5]=[C:4]([C@@:12]([C:22]2[CH:27]=[CH:26][C:25]([F:28])=[CH:24][CH:23]=2)([N+:20]#[C-:21])[CH2:13][C:14]2[CH:19]=[CH:18][CH:17]=[CH:16][CH:15]=2)[CH:3]=1.[F:29][C:30]([F:35])([F:34])[CH2:31][CH:32]=[O:33].N1C=CC=CC=1.FC(F)(F)C(O)=[O:45]. The catalyst is C(Cl)Cl. The product is [F:29][C:30]([F:35])([F:34])[CH2:31][C@H:32]([OH:33])[C:21]([NH:20][C@@:12]([C:4]1[CH:5]=[C:6]([C:8]([F:10])([F:11])[F:9])[CH:7]=[C:2]([F:1])[CH:3]=1)([C:22]1[CH:27]=[CH:26][C:25]([F:28])=[CH:24][CH:23]=1)[CH2:13][C:14]1[CH:15]=[CH:16][CH:17]=[CH:18][CH:19]=1)=[O:45].[F:29][C:30]([F:35])([F:34])[CH2:31][C@@H:32]([OH:33])[C:21]([NH:20][C@@:12]([C:4]1[CH:5]=[C:6]([C:8]([F:10])([F:11])[F:9])[CH:7]=[C:2]([F:1])[CH:3]=1)([C:22]1[CH:27]=[CH:26][C:25]([F:28])=[CH:24][CH:23]=1)[CH2:13][C:14]1[CH:15]=[CH:16][CH:17]=[CH:18][CH:19]=1)=[O:45]. The yield is 0.360. (4) The reactants are [CH2:1]([N:3]([CH2:37][CH3:38])[CH2:4][CH2:5][CH2:6][NH:7][C:8]1[N:9]=[C:10]([C:27]2[CH:28]=[C:29]([CH:33]=[CH:34][C:35]=2[CH3:36])[C:30]([OH:32])=O)[C:11]2[CH:17]=[CH:16][C:15](=[O:18])[N:14]([C:19]3[C:24]([F:25])=[CH:23][CH:22]=[CH:21][C:20]=3[F:26])[C:12]=2[N:13]=1)[CH3:2].CN(C(ON1N=NC2C=CC=CC1=2)=[N+](C)C)C.F[P-](F)(F)(F)(F)F.C(N(CC)CC)C.[NH:70]1[CH:74]=[C:73]([CH2:75][CH2:76][NH2:77])[N:72]=[CH:71]1. The catalyst is CN(C=O)C. The product is [CH2:1]([N:3]([CH2:37][CH3:38])[CH2:4][CH2:5][CH2:6][NH:7][C:8]1[N:9]=[C:10]([C:27]2[CH:28]=[C:29]([CH:33]=[CH:34][C:35]=2[CH3:36])[C:30]([NH:77][CH2:76][CH2:75][C:73]2[N:72]=[CH:71][NH:70][CH:74]=2)=[O:32])[C:11]2[CH:17]=[CH:16][C:15](=[O:18])[N:14]([C:19]3[C:20]([F:26])=[CH:21][CH:22]=[CH:23][C:24]=3[F:25])[C:12]=2[N:13]=1)[CH3:2]. The yield is 0.850. (5) The reactants are [F:1][C:2]1[CH:7]=[CH:6][C:5]([F:8])=[CH:4][C:3]=1[O:9][C:10]1[CH:15]=[CH:14][C:13](I)=[CH:12][CH:11]=1.[CH3:17][C:18]1([CH3:34])[C:22]([CH3:24])([CH3:23])[O:21][B:20]([B:20]2[O:21][C:22]([CH3:24])([CH3:23])[C:18]([CH3:34])([CH3:17])[O:19]2)[O:19]1.C([O-])(=O)C.[K+]. The catalyst is CN(C)C=O.O.CC([O-])=O.CC([O-])=O.[Pd+2]. The product is [F:1][C:2]1[CH:7]=[CH:6][C:5]([F:8])=[CH:4][C:3]=1[O:9][C:10]1[CH:15]=[CH:14][C:13]([B:20]2[O:21][C:22]([CH3:24])([CH3:23])[C:18]([CH3:34])([CH3:17])[O:19]2)=[CH:12][CH:11]=1. The yield is 0.750. (6) The reactants are [Cl:1][C:2]1[CH:15]=[C:14]([N+:16]([O-])=O)[CH:13]=[CH:12][C:3]=1[O:4][CH2:5][C:6]1[CH:11]=[CH:10][CH:9]=[CH:8][N:7]=1.CCOC(C)=O. The catalyst is C(O)(=O)C.[Fe]. The product is [Cl:1][C:2]1[CH:15]=[C:14]([NH2:16])[CH:13]=[CH:12][C:3]=1[O:4][CH2:5][C:6]1[CH:11]=[CH:10][CH:9]=[CH:8][N:7]=1. The yield is 0.520. (7) The product is [F:1][C:2]([F:7])([F:6])[C:3]([OH:5])=[O:4].[F:8][C:9]([F:14])([F:13])[C:10]([OH:12])=[O:11].[Cl:22][C:23]1[CH:24]=[N:25][C:26]2[NH:27][C:28]3[CH:29]=[N:30][CH:31]=[C:32]([CH:53]=3)[CH2:33][CH2:34][C:35]3[CH:43]=[C:39]([NH:40][C:41]=1[N:42]=2)[CH:38]=[CH:37][C:36]=3[NH:44][C:45](=[O:52])[CH2:46][C@@H:47]1[CH2:51][CH2:50][N:49]([C:59]([C:56]2[CH:57]=[CH:58][NH:54][N:55]=2)=[O:60])[CH2:48]1. No catalyst specified. The yield is 0.660. The reactants are [F:1][C:2]([F:7])([F:6])[C:3]([OH:5])=[O:4].[F:8][C:9]([F:14])([F:13])[C:10]([OH:12])=[O:11].FC(F)(F)C(O)=O.[Cl:22][C:23]1[CH:24]=[N:25][C:26]2[NH:27][C:28]3[CH:29]=[N:30][CH:31]=[C:32]([CH:53]=3)[CH2:33][CH2:34][C:35]3[CH:43]=[C:39]([NH:40][C:41]=1[N:42]=2)[CH:38]=[CH:37][C:36]=3[NH:44][C:45](=[O:52])[CH2:46][C@@H:47]1[CH2:51][CH2:50][NH:49][CH2:48]1.[NH:54]1[CH:58]=[CH:57][C:56]([C:59](O)=[O:60])=[N:55]1. (8) The reactants are Cl[C:2]1[N:11]=[C:10]([NH:12][CH2:13][CH:14]([C:21]2[CH:26]=[CH:25][CH:24]=[CH:23][CH:22]=2)[C:15]2[CH:20]=[CH:19][CH:18]=[CH:17][CH:16]=2)[C:9]2[C:4](=[CH:5][CH:6]=[CH:7][CH:8]=2)[N:3]=1.CC1(C)C(C)(C)OB([C:35]2[CH:36]=[CH:37][C:38]3[S:42][CH:41]=[N:40][C:39]=3[CH:43]=2)O1.N1C=CN2C=C(C3N=C(NCC(C4C=CC=CC=4)C4NC=CC=4)C4C(=CC=CC=4)N=3)C=CC=12. The catalyst is CCOC(C)=O. The product is [S:42]1[C:38]2[CH:37]=[CH:36][C:35]([C:2]3[N:11]=[C:10]([NH:12][CH2:13][CH:14]([C:21]4[CH:26]=[CH:25][CH:24]=[CH:23][CH:22]=4)[C:15]4[CH:20]=[CH:19][CH:18]=[CH:17][CH:16]=4)[C:9]4[C:4](=[CH:5][CH:6]=[CH:7][CH:8]=4)[N:3]=3)=[CH:43][C:39]=2[N:40]=[CH:41]1. The yield is 0.510.